This data is from Peptide-MHC class I binding affinity with 185,985 pairs from IEDB/IMGT. The task is: Regression. Given a peptide amino acid sequence and an MHC pseudo amino acid sequence, predict their binding affinity value. This is MHC class I binding data. (1) The peptide sequence is TEMYIMYAM. The MHC is HLA-B15:01 with pseudo-sequence HLA-B15:01. The binding affinity (normalized) is 0.213. (2) The peptide sequence is ILTRLALFF. The MHC is HLA-B57:01 with pseudo-sequence HLA-B57:01. The binding affinity (normalized) is 0.0847. (3) The peptide sequence is KRRGGIGDM. The MHC is HLA-B27:05 with pseudo-sequence HLA-B27:05. The binding affinity (normalized) is 0.623. (4) The peptide sequence is MGKTITDVK. The MHC is HLA-B08:03 with pseudo-sequence HLA-B08:03. The binding affinity (normalized) is 0.0847.